From a dataset of Catalyst prediction with 721,799 reactions and 888 catalyst types from USPTO. Predict which catalyst facilitates the given reaction. (1) Reactant: [CH2:1]([O:8][C:9]1[C:14]([C:15]2[CH:20]=[CH:19][C:18]([CH:21]=[C:22]3[S:26][C:25](=[O:27])[NH:24][C:23]3=[O:28])=[CH:17][CH:16]=2)=[CH:13][C:12]([CH2:29][N:30]([CH3:40])[C:31](=[O:39])[CH2:32][CH2:33][CH2:34][CH2:35][CH2:36][CH2:37][CH3:38])=[CH:11][CH:10]=1)[C:2]1[CH:7]=[CH:6][CH:5]=[CH:4][CH:3]=1.O1CCOCC1.[H][H]. Product: [CH2:1]([O:8][C:9]1[C:14]([C:15]2[CH:20]=[CH:19][C:18]([CH2:21][CH:22]3[S:26][C:25](=[O:27])[NH:24][C:23]3=[O:28])=[CH:17][CH:16]=2)=[CH:13][C:12]([CH2:29][N:30]([CH3:40])[C:31](=[O:39])[CH2:32][CH2:33][CH2:34][CH2:35][CH2:36][CH2:37][CH3:38])=[CH:11][CH:10]=1)[C:2]1[CH:7]=[CH:6][CH:5]=[CH:4][CH:3]=1. The catalyst class is: 66. (2) Reactant: C([O:8][C:9]([C@@H:11]1[C@H:15]([CH3:16])[CH2:14][CH2:13][N:12]1[C@H](C1C=CC=CC=1)C)=[O:10])C1C=CC=CC=1.[CH3:37][C:36]([O:35][C:33](O[C:33]([O:35][C:36]([CH3:39])([CH3:38])[CH3:37])=[O:34])=[O:34])([CH3:39])[CH3:38]. Product: [C:36]([O:35][C:33]([N:12]1[CH2:13][CH2:14][C@@H:15]([CH3:16])[C@H:11]1[C:9]([OH:10])=[O:8])=[O:34])([CH3:37])([CH3:38])[CH3:39]. The catalyst class is: 5. (3) Reactant: [Si]([O:8][CH2:9][C:10]1[N:15]=[C:14]2[N:16]([C:20]3[CH:25]=[C:24]([S:26][C:27]([CH3:35])([C:29]4[CH:34]=[CH:33][CH:32]=[CH:31][CH:30]=4)[CH3:28])[C:23]([O:36][CH3:37])=[CH:22][C:21]=3[Cl:38])[C:17](=[O:19])[NH:18][C:13]2=[C:12]([O:39][CH3:40])[CH:11]=1)(C(C)(C)C)(C)C.O.[F-].C([N+](CCCC)(CCCC)CCCC)CCC.Cl. Product: [Cl:38][C:21]1[CH:22]=[C:23]([O:36][CH3:37])[C:24]([S:26][C:27]([CH3:35])([C:29]2[CH:34]=[CH:33][CH:32]=[CH:31][CH:30]=2)[CH3:28])=[CH:25][C:20]=1[N:16]1[C:14]2=[N:15][C:10]([CH2:9][OH:8])=[CH:11][C:12]([O:39][CH3:40])=[C:13]2[NH:18][C:17]1=[O:19]. The catalyst class is: 7. (4) Reactant: C([O:4][C:5]1[CH:15]=[CH:14][C:8]2[O:9][C:10]([CH3:13])([CH3:12])[O:11][C:7]=2[CH:6]=1)(=O)C.[OH-].[K+].Cl. Product: [CH3:12][C:10]1([CH3:13])[O:9][C:8]2[CH:14]=[CH:15][C:5]([OH:4])=[CH:6][C:7]=2[O:11]1. The catalyst class is: 24. (5) Reactant: [Br:1][C:2]1[CH:3]=[CH:4][C:5]([NH2:11])=[C:6]([CH:10]=1)[C:7](O)=[O:8].[CH:12]([NH2:14])=O.O. The catalyst class is: 60. Product: [Br:1][C:2]1[CH:10]=[C:6]2[C:5](=[CH:4][CH:3]=1)[N:11]=[CH:12][NH:14][C:7]2=[O:8]. (6) Reactant: [C:1](Cl)(Cl)=[S:2].[CH3:5][N:6]([CH3:15])[C:7]1[CH:12]=[CH:11][C:10]([NH2:13])=[C:9]([CH3:14])[N:8]=1. Product: [N:13]([C:10]1[CH:11]=[CH:12][C:7]([N:6]([CH3:5])[CH3:15])=[N:8][C:9]=1[CH3:14])=[C:1]=[S:2]. The catalyst class is: 685. (7) Reactant: [H-].[Na+].[C:3]1([C:9]2[NH:10][C:11]3[C:16]([CH:17]=2)=[CH:15][CH:14]=[CH:13][CH:12]=3)[CH:8]=[CH:7][CH:6]=[CH:5][CH:4]=1.Cl[CH2:19][C:20]1[CH:51]=[CH:50][C:23]([CH2:24][N:25]([S:38]([C:41]2[CH:46]=[CH:45][CH:44]=[CH:43][C:42]=2[N+:47]([O-:49])=[O:48])(=[O:40])=[O:39])[C:26]2[CH:31]=[CH:30][C:29]([CH2:32][CH2:33][C:34]([O:36][CH3:37])=[O:35])=[CH:28][CH:27]=2)=[CH:22][CH:21]=1.C(O)(=O)CC(CC(O)=O)(C(O)=O)O.[N+](C1C=CC=CC=1S(N(CC1C=CC(CN2C3C(=CC=CC=3)C=C2C2C=CC=CC=2)=CC=1)C1C=CC(CCC(OC)=O)=CC=1)(=O)=O)([O-])=O. Product: [N+:47]([C:42]1[CH:43]=[CH:44][CH:45]=[CH:46][C:41]=1[S:38]([N:25]([CH2:24][C:23]1[CH:22]=[CH:21][C:20]([CH2:19][C:17]2[C:16]3[C:11](=[CH:12][CH:13]=[CH:14][CH:15]=3)[NH:10][C:9]=2[C:3]2[CH:8]=[CH:7][CH:6]=[CH:5][CH:4]=2)=[CH:51][CH:50]=1)[C:26]1[CH:31]=[CH:30][C:29]([CH2:32][CH2:33][C:34]([O:36][CH3:37])=[O:35])=[CH:28][CH:27]=1)(=[O:40])=[O:39])([O-:49])=[O:48]. The catalyst class is: 35.